From a dataset of Full USPTO retrosynthesis dataset with 1.9M reactions from patents (1976-2016). Predict the reactants needed to synthesize the given product. (1) Given the product [Cl:1][C:2]1[C:15]([Cl:16])=[CH:14][CH:13]=[CH:12][C:3]=1[CH2:4][C:5]1[CH:6]=[C:7]2[C:8](=[CH:9][CH:10]=1)[NH:11][CH:27]=[C:21]([C:22]([O:24][CH2:25][CH3:26])=[O:23])[C:20]2=[O:19], predict the reactants needed to synthesize it. The reactants are: [Cl:1][C:2]1[C:15]([Cl:16])=[CH:14][CH:13]=[CH:12][C:3]=1[CH2:4][C:5]1[CH:10]=[CH:9][C:8]([NH2:11])=[CH:7][CH:6]=1.C([O:19][CH:20]=[C:21]([C:27](OCC)=O)[C:22]([O:24][CH2:25][CH3:26])=[O:23])C. (2) Given the product [F:38][C:9]([F:37])([F:8])[O:10][C:11]1[CH:36]=[CH:35][C:14]([CH2:15][C@:16]23[CH2:23][C@H:22]([NH:24][C:1](=[O:6])[CH2:2][CH2:3][CH2:4][CH3:5])[CH2:21][N:20]2[C:19](=[O:25])[N:18]([C:26]2[CH:31]=[C:30]([Cl:32])[N:29]=[C:28]([Cl:33])[CH:27]=2)[C:17]3=[O:34])=[CH:13][CH:12]=1, predict the reactants needed to synthesize it. The reactants are: [C:1](Cl)(=[O:6])[CH2:2][CH2:3][CH2:4][CH3:5].[F:8][C:9]([F:38])([F:37])[O:10][C:11]1[CH:36]=[CH:35][C:14]([CH2:15][C@:16]23[CH2:23][C@H:22]([NH2:24])[CH2:21][N:20]2[C:19](=[O:25])[N:18]([C:26]2[CH:31]=[C:30]([Cl:32])[N:29]=[C:28]([Cl:33])[CH:27]=2)[C:17]3=[O:34])=[CH:13][CH:12]=1.CCN(C(C)C)C(C)C.